This data is from Catalyst prediction with 721,799 reactions and 888 catalyst types from USPTO. The task is: Predict which catalyst facilitates the given reaction. (1) Reactant: Cl[C:2]1[N:7]=[CH:6][C:5]([O:8][CH2:9][CH:10]2[CH2:15][CH2:14][N:13]([C:16]([O:18][C:19]([CH3:22])([CH3:21])[CH3:20])=[O:17])[CH2:12][CH2:11]2)=[CH:4][CH:3]=1.[C:23]([C:26]1[CH:31]=[CH:30][C:29](B(O)O)=[CH:28][CH:27]=1)(=[O:25])[CH3:24].O.C([O-])([O-])=O.[Na+].[Na+]. Product: [C:23]([C:26]1[CH:31]=[CH:30][C:29]([C:2]2[N:7]=[CH:6][C:5]([O:8][CH2:9][CH:10]3[CH2:15][CH2:14][N:13]([C:16]([O:18][C:19]([CH3:22])([CH3:21])[CH3:20])=[O:17])[CH2:12][CH2:11]3)=[CH:4][CH:3]=2)=[CH:28][CH:27]=1)(=[O:25])[CH3:24]. The catalyst class is: 75. (2) Reactant: [BH4-].[Na+].[CH3:3][CH:4]1[CH2:8][CH2:7][CH2:6][N:5]1[CH2:9][CH2:10][CH2:11][O:12][C:13]1[CH:18]=[CH:17][C:16]([C:19]2[O:20][CH:21]=[C:22]([CH2:24][C:25](=O)[N:26]3[CH2:30][CH2:29][CH2:28][CH2:27]3)[N:23]=2)=[CH:15][CH:14]=1.II.[OH-].[K+]. Product: [CH3:3][CH:4]1[CH2:8][CH2:7][CH2:6][N:5]1[CH2:9][CH2:10][CH2:11][O:12][C:13]1[CH:14]=[CH:15][C:16]([C:19]2[O:20][CH:21]=[C:22]([CH2:24][CH2:25][N:26]3[CH2:27][CH2:28][CH2:29][CH2:30]3)[N:23]=2)=[CH:17][CH:18]=1. The catalyst class is: 83. (3) Reactant: [CH:1]1([CH:6]([OH:9])[CH:7]=[CH2:8])[CH2:5][CH2:4][CH2:3][CH2:2]1.[F:10][C:11]1[CH:16]=[C:15](Br)[CH:14]=[CH:13][C:12]=1[CH:18]([F:20])[F:19].C([O-])(O)=O.[Na+].O. Product: [CH:1]1([C:6](=[O:9])[CH2:7][CH2:8][C:15]2[CH:14]=[CH:13][C:12]([CH:18]([F:20])[F:19])=[C:11]([F:10])[CH:16]=2)[CH2:5][CH2:4][CH2:3][CH2:2]1. The catalyst class is: 37. (4) Reactant: C([O:3][C:4]([C:6]1[N:7]=[C:8]([C:19]2[CH:24]=[CH:23][C:22]([O:25][CH3:26])=[CH:21][CH:20]=2)[O:9][C:10]=1[CH2:11][O:12][CH:13]1[CH2:18][CH2:17][CH2:16][CH2:15][O:14]1)=O)C.[H-].[Al+3].[Li+].[H-].[H-].[H-]. Product: [CH3:26][O:25][C:22]1[CH:21]=[CH:20][C:19]([C:8]2[O:9][C:10]([CH2:11][O:12][CH:13]3[CH2:18][CH2:17][CH2:16][CH2:15][O:14]3)=[C:6]([CH2:4][OH:3])[N:7]=2)=[CH:24][CH:23]=1. The catalyst class is: 7. (5) Reactant: [CH3:1][NH:2][C:3]1[CH:8]=[CH:7][C:6]([C:9]([F:12])([F:11])[F:10])=[CH:5][N:4]=1.[Br:13]N1C(=O)CCC1=O.[Cl-].[NH4+]. Product: [CH3:1][NH:2][C:3]1[C:8]([Br:13])=[CH:7][C:6]([C:9]([F:12])([F:10])[F:11])=[CH:5][N:4]=1. The catalyst class is: 3. (6) Reactant: Br[C:2]1[C:3]2[N:4]([N:23]=[CH:24][N:25]=2)[C:5]([C:16]2[CH:21]=[CH:20][C:19]([CH3:22])=[CH:18][CH:17]=2)=[C:6]([C:8]2[CH:15]=[CH:14][C:11]([C:12]#[N:13])=[CH:10][CH:9]=2)[CH:7]=1.[CH:26]([C:28]1[CH:29]=[C:30](B(O)O)[CH:31]=[CH:32][CH:33]=1)=[O:27].ClCCl.C(=O)([O-])[O-].[K+].[K+]. Product: [CH:26]([C:28]1[CH:33]=[C:32]([C:2]2[C:3]3[N:4]([N:23]=[CH:24][N:25]=3)[C:5]([C:16]3[CH:21]=[CH:20][C:19]([CH3:22])=[CH:18][CH:17]=3)=[C:6]([C:8]3[CH:9]=[CH:10][C:11]([C:12]#[N:13])=[CH:14][CH:15]=3)[CH:7]=2)[CH:31]=[CH:30][CH:29]=1)=[O:27]. The catalyst class is: 117. (7) Reactant: Br[C:2]1[CH:3]=[CH:4][C:5]([F:8])=[N:6][CH:7]=1.[O:9]1[CH2:14][CH2:13][C:12](=O)[CH2:11][CH2:10]1.C1(P(C2CCCCC2)C2C=CC=CC=2C2C(C(C)C)=CC(C(C)C)=CC=2C(C)C)CCCCC1.CC(C)([O-])C.[Li+]. Product: [O:9]1[CH2:10][CH:11]=[C:12]([C:2]2[CH:3]=[CH:4][C:5]([F:8])=[N:6][CH:7]=2)[CH2:13][CH2:14]1. The catalyst class is: 62.